Dataset: B-cell epitopes from IEDB database with 3,159 antigens for binding position prediction. Task: Token-level Classification. Given an antigen amino acid sequence, predict which amino acid positions are active epitope sites capable of antibody binding. Output is a list of indices for active positions. Given the antigen sequence: MAGAKDIRSKIASVQNTQKITKAMEMVAASKMRKSQDRMAASRPYAETMRKVIGHLAHGNLEYKHPYLEDRDVKRVGYLVVSTDRGLCGGLNINLFKKLLAEMKTWTDKGVQCDLAMIGSKGVSFFNSVGGNVVAQVTGMGDNPSLSELIGPVKVMLQAYDEGRLDKLYIVSNKFINTMSQVPTISQLLPLPASDDDDLKHKSWDYLYEPDPKALLDTLLRRYVESQVYQGVVENLASEQAARMVAMKAATDNGGSLIKELQLVYNKARQASITQELTEIVSGAAAV, which amino acid positions are active epitope sites? The epitope positions are: [49, 50, 51, 52, 53, 54, 55, 56, 57, 58, 59, 60, 61, 62, 63, 64, 65, 66, 67, 68... (22 total positions)]. The amino acids at these positions are: RKVIGHLAHGNLEYKHPYLEDR.